From a dataset of Antibody developability classification from SAbDab with 2,409 antibodies. Regression/Classification. Given an antibody's heavy chain and light chain sequences, predict its developability. TAP uses regression for 5 developability metrics; SAbDab uses binary classification. (1) The antibody is ['QVTLKESGPGILKPSQTLSLTCSFSGFSLSTSGMGVGWIRQPSGKGLEWLAHIWWDDDRSYNPSLKSQLTISKDAARNQVFLRITSVDTADTATYYCVRRAHTTVLGDWFAYWGQGTLVTVSA', 'DVLMTQTPLSLPVSLGDQASISCRSSQSIVHSNGNTYLEWYLQKPGQSPKLLIYKVSNRFSGVPDRFSGSGSGTDFTLKISRVEAEDLGVYYCFQGSHVPLTFGAGTKLELK']. Result: 0 (not developable). (2) The antibody is ['EVQLVESGGGLVKPGGSLRLSCSASGFDFDNAWMTWVRQPPGKGLEWVGRITGPGEGWSVDYAAPVEGRFTISRLNSINFLYLEMNNLRMEDSGLYFCARTGKYYDFWSGYPPGEEYFQDWGRGTLVTVSS', '5t6l_L']. Result: 0 (not developable). (3) The antibody is ['EVQLVESGAEVKKPGSSVKVSCRASGTFYKYAINWVRQAPGQGLEWMGGIIPFFGTTNYAQKFQGRLTITADGSTNTAYMQLDSLRSEDTAVYYCAGPSITESHYCLDCAAKDYYYGLDVWGQGTTVTVSS', 'QSVLTQPPSASGTPGQSVTISCSGSRSNIGGNTVNWYQHLPGMAPKLLIYSSNQRSSGVPDRFSGSKSGTSASLAISGLQSEDDADYYCASWDDSLNGVVFGGGTKLTVL']. Result: 0 (not developable).